The task is: Regression/Classification. Given a drug SMILES string, predict its absorption, distribution, metabolism, or excretion properties. Task type varies by dataset: regression for continuous measurements (e.g., permeability, clearance, half-life) or binary classification for categorical outcomes (e.g., BBB penetration, CYP inhibition). Dataset: cyp2c9_veith.. This data is from CYP2C9 inhibition data for predicting drug metabolism from PubChem BioAssay. (1) The molecule is Cc1cc(/C=C2\SC(=S)N(Cc3ccco3)C2=O)c(C)n1-c1cccnc1. The result is 1 (inhibitor). (2) The drug is COc1ccc(-c2nc3cncnc3n(-c3ccccc3)c2=O)cc1. The result is 0 (non-inhibitor). (3) The compound is Cc1cc2c(nc1C)CCCN2C[C@H](C)O/N=C\[C@@H](C)[C@H](OCc1ccccc1)C(C)C. The result is 0 (non-inhibitor). (4) The result is 1 (inhibitor). The compound is CC(=O)Nc1ccc(S(=O)(=O)NC2(C(F)(F)F)NC(=O)N(c3ccc(Cl)cc3)C2=O)cc1. (5) The drug is O=C1C2=C(NC(=S)NC2c2ccc(Cl)cc2)NC(c2ccc(Cl)cc2)N1c1ccc(Cl)cc1. The result is 1 (inhibitor). (6) The compound is N#CCCn1c(=O)c(-c2cc(F)cc(F)c2)nc2cnc(Nc3ccccc3)nc21. The result is 0 (non-inhibitor). (7) The drug is C[N+]1([O-])[C@H]2CC[C@H]1CC(OC(=O)[C@@H](CO)c1ccccc1)C2. The result is 0 (non-inhibitor).